Dataset: Peptide-MHC class II binding affinity with 134,281 pairs from IEDB. Task: Regression. Given a peptide amino acid sequence and an MHC pseudo amino acid sequence, predict their binding affinity value. This is MHC class II binding data. (1) The peptide sequence is AAATAGTTVYEAFAA. The MHC is HLA-DQA10102-DQB10602 with pseudo-sequence HLA-DQA10102-DQB10602. The binding affinity (normalized) is 0.833. (2) The binding affinity (normalized) is 0.263. The peptide sequence is GAATVAAGAATTAAG. The MHC is HLA-DQA10301-DQB10302 with pseudo-sequence HLA-DQA10301-DQB10302. (3) The peptide sequence is KIVSLIKNLLVALKD. The MHC is DRB5_0101 with pseudo-sequence DRB5_0101. The binding affinity (normalized) is 0.755. (4) The binding affinity (normalized) is 0.763. The peptide sequence is TEEQKLIEKINAGFK. The MHC is DRB5_0101 with pseudo-sequence DRB5_0101. (5) The peptide sequence is SGSAASMVNGVIKIL. The MHC is HLA-DQA10102-DQB10501 with pseudo-sequence HLA-DQA10102-DQB10501. The binding affinity (normalized) is 0.637. (6) The peptide sequence is RTLNKIVYIKPAKNI. The MHC is DRB1_0802 with pseudo-sequence DRB1_0802. The binding affinity (normalized) is 0.964. (7) The peptide sequence is CNEPTAAAIAYGLDR. The MHC is HLA-DQA10501-DQB10301 with pseudo-sequence HLA-DQA10501-DQB10301. The binding affinity (normalized) is 0.599.